The task is: Regression. Given two drug SMILES strings and cell line genomic features, predict the synergy score measuring deviation from expected non-interaction effect.. This data is from NCI-60 drug combinations with 297,098 pairs across 59 cell lines. Drug 1: CC12CCC3C(C1CCC2=O)CC(=C)C4=CC(=O)C=CC34C. Drug 2: CS(=O)(=O)OCCCCOS(=O)(=O)C. Cell line: KM12. Synergy scores: CSS=49.7, Synergy_ZIP=2.01, Synergy_Bliss=4.31, Synergy_Loewe=5.84, Synergy_HSA=7.68.